From a dataset of Reaction yield outcomes from USPTO patents with 853,638 reactions. Predict the reaction yield, written as a fraction of the theoretical maximum amount of product (1.0 means a 100% yield; for example, 0.34 means a 34% yield). (1) The catalyst is C1(C)C=CC=CC=1.C([O-])(=O)C.[Pd+2].C([O-])(=O)C. The reactants are [N:1]1([C:7]([O:9][C:10]([CH3:13])([CH3:12])[CH3:11])=[O:8])[CH2:6][CH2:5][NH:4][CH2:3][CH2:2]1.C(=O)([O-])[O-].[Cs+].[Cs+].C1(P(C2C=CC=CC=2)C2C=CC3C(=CC=CC=3)C=2C2C3C(=CC=CC=3)C=CC=2P(C2C=CC=CC=2)C2C=CC=CC=2)C=CC=CC=1.FC(F)(F)S(O[C:72]1[CH:81]=[CH:80][CH:79]=[C:78]2[C:73]=1[CH:74]=[CH:75][C:76]([CH3:82])=[N:77]2)(=O)=O. The product is [CH3:82][C:76]1[CH:75]=[CH:74][C:73]2[C:78](=[CH:79][CH:80]=[CH:81][C:72]=2[N:4]2[CH2:5][CH2:6][N:1]([C:7]([O:9][C:10]([CH3:13])([CH3:12])[CH3:11])=[O:8])[CH2:2][CH2:3]2)[N:77]=1. The yield is 0.620. (2) The reactants are [Cl:1][C:2]1[CH:10]=[CH:9][C:8](B(O)O)=[CH:7][C:3]=1[C:4]([NH2:6])=[O:5].[NH:14]1[CH:18]=[CH:17][N:16]=[CH:15]1. The catalyst is CO.[Cu]I. The product is [Cl:1][C:2]1[CH:10]=[CH:9][C:8]([N:14]2[CH:18]=[CH:17][N:16]=[CH:15]2)=[CH:7][C:3]=1[C:4]([NH2:6])=[O:5]. The yield is 0.390. (3) The reactants are [Cl:1][C:2]1[CH:7]=[CH:6][C:5]([C:8]2[C:9](=[O:31])[O:10][C:11]3[C:16]([C:17]=2[CH2:18][C:19]2[CH:24]=[CH:23][C:22]([O:25][CH2:26][CH2:27][Br:28])=[CH:21][CH:20]=2)=[CH:15][CH:14]=[C:13]([O:29]C)[CH:12]=3)=[CH:4][CH:3]=1.Br.CC(O)=O. The catalyst is O. The product is [Cl:1][C:2]1[CH:3]=[CH:4][C:5]([C:8]2[C:9](=[O:31])[O:10][C:11]3[C:16]([C:17]=2[CH2:18][C:19]2[CH:24]=[CH:23][C:22]([O:25][CH2:26][CH2:27][Br:28])=[CH:21][CH:20]=2)=[CH:15][CH:14]=[C:13]([OH:29])[CH:12]=3)=[CH:6][CH:7]=1. The yield is 0.780.